Dataset: Full USPTO retrosynthesis dataset with 1.9M reactions from patents (1976-2016). Task: Predict the reactants needed to synthesize the given product. (1) Given the product [CH3:1][O:2][C:3]([C@@H:5]1[CH2:9][CH2:8][CH2:7][C@@H:6]1[C:10](=[O:12])[NH:46][C:47]1[S:48][CH:49]=[C:50]([C:52]2[CH:53]=[CH:54][C:55]([C:56](=[O:57])[NH:58][CH:59]3[CH2:61][CH2:60]3)=[CH:62][CH:63]=2)[N:51]=1)=[O:4], predict the reactants needed to synthesize it. The reactants are: [CH3:1][O:2][C:3]([C@@H:5]1[CH2:9][CH2:8][CH2:7][C@@H:6]1[C:10]([OH:12])=O)=[O:4].CN(C(ON1N=NC2C=CC=NC1=2)=[N+](C)C)C.F[P-](F)(F)(F)(F)F.CCN(C(C)C)C(C)C.[NH2:46][C:47]1[S:48][CH:49]=[C:50]([C:52]2[CH:63]=[CH:62][C:55]([C:56]([NH:58][CH:59]3[CH2:61][CH2:60]3)=[O:57])=[CH:54][CH:53]=2)[N:51]=1. (2) Given the product [CH2:8]([N:5]1[CH2:6][CH2:7][CH:2]([NH:1][C:22]([NH:23][CH:24]2[CH2:29][CH2:28][CH2:27][CH2:26][CH2:25]2)=[N:21][CH:15]2[CH2:20][CH2:19][CH2:18][CH2:17][CH2:16]2)[CH2:3][CH2:4]1)[C:9]1[CH:14]=[CH:13][CH:12]=[CH:11][CH:10]=1, predict the reactants needed to synthesize it. The reactants are: [NH2:1][CH:2]1[CH2:7][CH2:6][N:5]([CH2:8][C:9]2[CH:14]=[CH:13][CH:12]=[CH:11][CH:10]=2)[CH2:4][CH2:3]1.[CH:15]1([N:21]=[C:22]=[N:23][CH:24]2[CH2:29][CH2:28][CH2:27][CH2:26][CH2:25]2)[CH2:20][CH2:19][CH2:18][CH2:17][CH2:16]1.